Dataset: Catalyst prediction with 721,799 reactions and 888 catalyst types from USPTO. Task: Predict which catalyst facilitates the given reaction. (1) Reactant: [CH2:1]([O:3][P:4]([CH:6]([NH:10][C:11]([O:13][CH2:14][C:15]1[CH:20]=[CH:19][CH:18]=[CH:17][CH:16]=1)=[O:12])[CH:7]([CH3:9])[CH3:8])[OH:5])[CH3:2].CCN(C(C)C)C(C)C.[CH3:30][O:31][C:32](=[O:50])[C:33]([C:35]1[CH:40]=[CH:39][CH:38]=[C:37]([CH2:41][NH:42][C:43]([O:45][C:46]([CH3:49])([CH3:48])[CH3:47])=[O:44])[CH:36]=1)=[CH2:34]. Product: [CH3:30][O:31][C:32](=[O:50])[CH:33]([C:35]1[CH:40]=[CH:39][CH:38]=[C:37]([CH2:41][NH:42][C:43]([O:45][C:46]([CH3:49])([CH3:48])[CH3:47])=[O:44])[CH:36]=1)[CH2:34][P:4]([CH:6]([NH:10][C:11]([O:13][CH2:14][C:15]1[CH:16]=[CH:17][CH:18]=[CH:19][CH:20]=1)=[O:12])[CH:7]([CH3:9])[CH3:8])([O:3][CH2:1][CH3:2])=[O:5]. The catalyst class is: 2. (2) Reactant: CC(C)([O-])C.[Na+].[OH:7][CH2:8][CH2:9][C@H:10]1[CH2:12][C@@H:11]1[CH:13]1[CH2:18][CH2:17][N:16]([C:19]([O:21][CH2:22][C:23]2[CH:28]=[CH:27][CH:26]=[CH:25][CH:24]=2)=[O:20])[CH2:15][CH2:14]1.[N:29]1([C:33](=[O:42])[CH2:34][C:35]2[CH:36]=[N:37][C:38](Cl)=[CH:39][CH:40]=2)[CH2:32][CH2:31][CH2:30]1. Product: [N:29]1([C:33](=[O:42])[CH2:34][C:35]2[CH:40]=[CH:39][C:38]([O:7][CH2:8][CH2:9][C@H:10]3[CH2:12][C@@H:11]3[CH:13]3[CH2:18][CH2:17][N:16]([C:19]([O:21][CH2:22][C:23]4[CH:24]=[CH:25][CH:26]=[CH:27][CH:28]=4)=[O:20])[CH2:15][CH2:14]3)=[N:37][CH:36]=2)[CH2:32][CH2:31][CH2:30]1. The catalyst class is: 1. (3) Reactant: CCN=C=NCCCN(C)C.[N:12]1[C:21]2[C:16](=[CH:17][C:18]([C:22]([OH:24])=O)=[CH:19][CH:20]=2)[CH:15]=[CH:14][CH:13]=1.Cl.[F:26][C:27]1[C:34]([O:35][CH3:36])=[CH:33][CH:32]=[CH:31][C:28]=1[CH2:29][NH2:30].N1C=CC=CC=1. Product: [F:26][C:27]1[C:34]([O:35][CH3:36])=[CH:33][CH:32]=[CH:31][C:28]=1[CH2:29][NH:30][C:22]([C:18]1[CH:17]=[C:16]2[C:21](=[CH:20][CH:19]=1)[N:12]=[CH:13][CH:14]=[CH:15]2)=[O:24]. The catalyst class is: 6.